Dataset: Full USPTO retrosynthesis dataset with 1.9M reactions from patents (1976-2016). Task: Predict the reactants needed to synthesize the given product. (1) Given the product [CH2:10]([CH:14]1[CH2:19][CH2:18][N:17]([CH2:20][CH2:21][CH2:9][C:8]([C:3]2[CH:4]=[CH:5][CH:6]=[CH:7][C:2]=2[O:32][CH3:33])=[O:29])[CH2:16][CH2:15]1)[CH2:11][CH2:12][CH3:13], predict the reactants needed to synthesize it. The reactants are: Br[C:2]1[CH:7]=[CH:6][CH:5]=[CH:4][C:3]=1[CH2:8][CH3:9].[CH2:10]([CH:14]1[CH2:19][CH2:18][N:17]([CH2:20][CH2:21]CC#N)[CH2:16][CH2:15]1)[CH2:11][CH2:12][CH3:13].C(Cl)Cl.C[OH:29].CC[O:32][CH2:33]C. (2) Given the product [NH2:20][C:19](=[N:22][OH:23])[C:16]1[N:17]=[CH:18][C:13]([C:11]([O:10][CH2:8][CH3:9])=[O:12])=[N:14][CH:15]=1, predict the reactants needed to synthesize it. The reactants are: C(N(CC)CC)C.[CH2:8]([O:10][C:11]([C:13]1[CH:18]=[N:17][C:16]([C:19]#[N:20])=[CH:15][N:14]=1)=[O:12])[CH3:9].Cl.[NH2:22][OH:23]. (3) Given the product [N:19]1([C:2]2[CH:7]=[CH:6][N:5]3[CH:8]=[C:9]([C:11]4[CH:16]=[CH:15][C:14]([CH3:17])=[CH:13][CH:12]=4)[N:10]=[C:4]3[CH:3]=2)[CH2:24][CH2:23][O:22][CH2:21][CH2:20]1, predict the reactants needed to synthesize it. The reactants are: Br[C:2]1[CH:7]=[CH:6][N:5]2[CH:8]=[C:9]([C:11]3[CH:16]=[CH:15][C:14]([CH3:17])=[CH:13][CH:12]=3)[N:10]=[C:4]2[CH:3]=1.Cl.[NH:19]1[CH2:24][CH2:23][O:22][CH2:21][CH2:20]1. (4) Given the product [CH2:31]([O:30][C:28]([N:27]=[S:25]([C:22]1[CH:21]=[CH:20][C:19]([NH:18][C:2]2[N:7]=[C:6]([NH:8][C@H:9]([CH3:12])[CH2:10][OH:11])[C:5]([C:13]3[S:14][CH:15]=[CH:16][CH:17]=3)=[CH:4][N:3]=2)=[CH:24][CH:23]=1)([CH:33]1[CH2:38][CH2:37]1)=[O:26])=[O:29])[CH3:32], predict the reactants needed to synthesize it. The reactants are: Cl[C:2]1[N:7]=[C:6]([NH:8][C@H:9]([CH3:12])[CH2:10][OH:11])[C:5]([C:13]2[S:14][CH:15]=[CH:16][CH:17]=2)=[CH:4][N:3]=1.[NH2:18][C:19]1[CH:24]=[CH:23][C:22]([S:25]([C:33]2[CH:38]=[CH:37]C=CC=2)(=[N:27][C:28]([O:30][CH2:31][CH3:32])=[O:29])=[O:26])=[CH:21][CH:20]=1. (5) Given the product [NH:8]1[CH2:9][CH2:10][CH:11]([C:14]([C:15]2[CH:20]=[CH:19][CH:18]=[CH:17][C:16]=2[C:21]([F:22])([F:23])[F:24])=[O:25])[CH2:12][CH2:13]1, predict the reactants needed to synthesize it. The reactants are: C(OC([N:8]1[CH2:13][CH2:12][CH:11]([C:14](=[O:25])[C:15]2[CH:20]=[CH:19][CH:18]=[CH:17][C:16]=2[C:21]([F:24])([F:23])[F:22])[CH2:10][CH2:9]1)=O)(C)(C)C.FC(F)(F)C(O)=O. (6) Given the product [CH3:16][C:14]1([CH3:13])[NH:15][C:2](=[O:4])[N:19]([C:20]2[CH:21]=[N:22][C:23]([O:26][C:27]3[CH:36]=[CH:35][CH:34]=[C:33]4[C:28]=3[CH2:29][CH:30]([CH3:37])[CH2:31][O:32]4)=[CH:24][CH:25]=2)[C:17]1=[O:18], predict the reactants needed to synthesize it. The reactants are: Cl[C:2](Cl)([O:4]C(=O)OC(Cl)(Cl)Cl)Cl.[CH3:13][C:14]([C:17]([NH:19][C:20]1[CH:21]=[N:22][C:23]([O:26][C:27]2[CH:36]=[CH:35][CH:34]=[C:33]3[C:28]=2[CH2:29][CH:30]([CH3:37])[CH2:31][O:32]3)=[CH:24][CH:25]=1)=[O:18])([CH3:16])[NH2:15]. (7) Given the product [Br:1][CH2:2][C:3]([NH:6][C:7]1[CH:12]=[CH:11][C:10]([C:13]([C:21]2[CH:22]=[CH:23][C:24]([Cl:27])=[CH:25][CH:26]=2)([OH:20])[C:14]2[N:18]([CH3:19])[CH:17]=[N:16][CH:15]=2)=[CH:9][C:8]=1[C:28](=[O:29])[C:30]1[CH:35]=[CH:34][CH:33]=[C:32]([Cl:36])[CH:31]=1)=[O:4], predict the reactants needed to synthesize it. The reactants are: [Br:1][CH2:2][C:3](Br)=[O:4].[NH2:6][C:7]1[CH:12]=[CH:11][C:10]([C:13]([C:21]2[CH:26]=[CH:25][C:24]([Cl:27])=[CH:23][CH:22]=2)([OH:20])[C:14]2[N:18]([CH3:19])[CH:17]=[N:16][CH:15]=2)=[CH:9][C:8]=1[C:28]([C:30]1[CH:35]=[CH:34][CH:33]=[C:32]([Cl:36])[CH:31]=1)=[O:29].CCOC(C)=O.[OH-].[Na+].